From a dataset of Full USPTO retrosynthesis dataset with 1.9M reactions from patents (1976-2016). Predict the reactants needed to synthesize the given product. (1) Given the product [Si:8]([O:25][CH2:26][CH2:27][C:28]1([F:41])[CH2:29][CH2:30][NH:31][CH2:32][CH2:33]1)([C:21]([CH3:24])([CH3:22])[CH3:23])([C:15]1[CH:20]=[CH:19][CH:18]=[CH:17][CH:16]=1)[C:9]1[CH:14]=[CH:13][CH:12]=[CH:11][CH:10]=1, predict the reactants needed to synthesize it. The reactants are: FC(F)(F)C(O)=O.[Si:8]([O:25][CH2:26][CH2:27][C:28]1([F:41])[CH2:33][CH2:32][N:31](C(OC(C)(C)C)=O)[CH2:30][CH2:29]1)([C:21]([CH3:24])([CH3:23])[CH3:22])([C:15]1[CH:20]=[CH:19][CH:18]=[CH:17][CH:16]=1)[C:9]1[CH:14]=[CH:13][CH:12]=[CH:11][CH:10]=1.N. (2) Given the product [NH:12]1[C:13]2[C:18](=[CH:17][CH:16]=[CH:15][CH:14]=2)[C:10]([C:8](=[O:9])[CH:32]([NH:31][C:30]2[CH:39]=[CH:40][CH:41]=[C:28]([O:27][CH3:26])[CH:29]=2)[C:33]2[N:34]=[N:35][CH:36]=[CH:37][CH:38]=2)=[CH:11]1, predict the reactants needed to synthesize it. The reactants are: C(N(CC)CC)C.[CH:8]([C:10]1[C:18]2[C:13](=[CH:14][CH:15]=[CH:16][CH:17]=2)[N:12](C(OC(C)(C)C)=O)[CH:11]=1)=[O:9].[CH3:26][O:27][C:28]1[CH:29]=[C:30]([CH:39]=[CH:40][CH:41]=1)[N:31]=[CH:32][C:33]1[N:34]=[N:35][CH:36]=[CH:37][CH:38]=1. (3) Given the product [C:1]([O:5][C:6]([N:8]1[CH2:13][CH2:12][C:11](=[C:14]([C:33]2[CH:38]=[CH:37][CH:36]=[C:35]([O:39][Si:40]([C:43]([CH3:46])([CH3:45])[CH3:44])([CH3:41])[CH3:42])[CH:34]=2)[C:16]2[CH:21]=[CH:20][CH:19]=[C:18]([C:22](=[O:32])[N:23]([C:25]3[CH:30]=[CH:29][CH:28]=[C:27]([F:31])[CH:26]=3)[CH3:24])[CH:17]=2)[CH2:10][CH2:9]1)=[O:7])([CH3:2])([CH3:4])[CH3:3], predict the reactants needed to synthesize it. The reactants are: [C:1]([O:5][C:6]([N:8]1[CH2:13][CH2:12][CH:11]([C:14]([C:33]2[CH:38]=[CH:37][CH:36]=[C:35]([O:39][Si:40]([C:43]([CH3:46])([CH3:45])[CH3:44])([CH3:42])[CH3:41])[CH:34]=2)([C:16]2[CH:21]=[CH:20][CH:19]=[C:18]([C:22](=[O:32])[N:23]([C:25]3[CH:30]=[CH:29][CH:28]=[C:27]([F:31])[CH:26]=3)[CH3:24])[CH:17]=2)O)[CH2:10][CH2:9]1)=[O:7])([CH3:4])([CH3:3])[CH3:2].O.C1(C)C=CC(S(O)(=O)=O)=CC=1.C([O-])([O-])=O.[Na+].[Na+].O. (4) Given the product [NH2:28][C:27]1[O:13][C:12]([C:9]2[CH:10]=[C:11]3[C:6](=[C:7]([F:25])[C:8]=2[NH:16][C:17]2[CH:22]=[CH:21][C:20]([Br:23])=[CH:19][C:18]=2[F:24])[N:5]=[N:4][CH:3]=[C:2]3[NH2:1])=[N:14][N:15]=1, predict the reactants needed to synthesize it. The reactants are: [NH2:1][C:2]1[C:11]2[C:6](=[C:7]([F:25])[C:8]([NH:16][C:17]3[CH:22]=[CH:21][C:20]([Br:23])=[CH:19][C:18]=3[F:24])=[C:9]([C:12]([NH:14][NH2:15])=[O:13])[CH:10]=2)[N:5]=[N:4][CH:3]=1.Br[C:27]#[N:28].C([O-])(O)=O.[Na+]. (5) Given the product [O:28]=[S:2]1(=[O:1])[C:7]2[CH:8]=[CH:9][CH:10]=[CH:11][C:6]=2[NH:5][C:4]([C:12]2[C:17](=[O:18])[N:16]([NH:19][CH2:20][CH2:21][CH3:22])[C:15]3[CH:24]=[CH:25][S:26][C:14]=3[C:13]=2[OH:27])=[N:3]1, predict the reactants needed to synthesize it. The reactants are: [O:1]=[S:2]1(=[O:28])[C:7]2[CH:8]=[CH:9][CH:10]=[CH:11][C:6]=2[NH:5][C:4]([C:12]2[C:17](=[O:18])[N:16]([N:19]=[CH:20][CH:21](C)[CH3:22])[C:15]3[CH:24]=[CH:25][S:26][C:14]=3[C:13]=2[OH:27])=[N:3]1.CO.[BH4-].[Li+].Cl.